This data is from Full USPTO retrosynthesis dataset with 1.9M reactions from patents (1976-2016). The task is: Predict the reactants needed to synthesize the given product. (1) Given the product [CH2:1]([C@@:4]1([CH3:25])[CH2:9][C@H:8]([C:10]2[CH:15]=[CH:14][CH:13]=[C:12]([Cl:16])[CH:11]=2)[C@@H:7]([C:17]2[CH:22]=[CH:21][C:20]([Cl:23])=[CH:19][CH:18]=2)[N:6]([C:27]2[CH:32]=[N:31][CH:30]=[CH:29][N:28]=2)[C:5]1=[O:24])[CH:2]=[CH2:3], predict the reactants needed to synthesize it. The reactants are: [CH2:1]([C@@:4]1([CH3:25])[CH2:9][C@H:8]([C:10]2[CH:15]=[CH:14][CH:13]=[C:12]([Cl:16])[CH:11]=2)[C@@H:7]([C:17]2[CH:22]=[CH:21][C:20]([Cl:23])=[CH:19][CH:18]=2)[NH:6][C:5]1=[O:24])[CH:2]=[CH2:3].I[C:27]1[CH:32]=[N:31][CH:30]=[CH:29][N:28]=1.C(=O)([O-])[O-].[Cs+].[Cs+].CN(CCN(C)C)C. (2) Given the product [CH3:7][CH2:6][O:8][C:9]([C@H:11]1[CH2:15][CH2:14][C@@H:13]([C:16]2[CH:21]=[CH:20][C:19]([F:22])=[C:18]([F:23])[CH:17]=2)[N:12]1[C:24]([O:26][C:27]([CH3:30])([CH3:29])[CH3:28])=[O:25])=[O:10], predict the reactants needed to synthesize it. The reactants are: CN(C)C=O.[CH2:6]([O:8][C:9]([C@H:11]1[CH2:15][CH2:14][C@@H:13]([C:16]2[CH:21]=[CH:20][C:19]([F:22])=[C:18]([F:23])[CH:17]=2)[NH:12]1)=[O:10])[CH3:7].[C:24](O[C:24]([O:26][C:27]([CH3:30])([CH3:29])[CH3:28])=[O:25])([O:26][C:27]([CH3:30])([CH3:29])[CH3:28])=[O:25].N1C=CN=C1. (3) Given the product [CH2:22]([O:13][C:12]([C:4]12[CH2:10][CH:8]3[CH2:7][CH:6]([CH2:11][C:2]([O:1][CH:29]4[CH2:28][CH2:27][CH2:26][CH2:25][O:24]4)([CH2:9]3)[CH2:3]1)[CH2:5]2)=[O:14])[CH3:23], predict the reactants needed to synthesize it. The reactants are: [OH:1][C:2]12[CH2:11][CH:6]3[CH2:7][CH:8]([CH2:10][C:4]([C:12]([OH:14])=[O:13])([CH2:5]3)[CH2:3]1)[CH2:9]2.C([O-])([O-])=O.[K+].[K+].I[CH2:22][CH3:23].[O:24]1[CH:29]=[CH:28][CH2:27][CH2:26][CH2:25]1.C1(C)C=CC(S([O-])(=O)=O)=CC=1.[NH+]1C=CC=CC=1. (4) The reactants are: [Cl:1][C:2]1[CH:7]=[CH:6][C:5]([CH:8]2[CH2:13][CH2:12][N:11]([C:14](=[O:30])[CH2:15][CH2:16][C:17]([C:19]3[CH:29]=[CH:28][C:22]4[CH2:23][CH2:24][NH:25][CH2:26][CH2:27][C:21]=4[CH:20]=3)=[O:18])[CH2:10][CH2:9]2)=[CH:4][CH:3]=1.I[CH2:32][CH3:33].C(=O)([O-])[O-].[K+].[K+].O. Given the product [Cl:1][C:2]1[CH:7]=[CH:6][C:5]([CH:8]2[CH2:9][CH2:10][N:11]([C:14](=[O:30])[CH2:15][CH2:16][C:17]([C:19]3[CH:29]=[CH:28][C:22]4[CH2:23][CH2:24][N:25]([CH2:32][CH3:33])[CH2:26][CH2:27][C:21]=4[CH:20]=3)=[O:18])[CH2:12][CH2:13]2)=[CH:4][CH:3]=1, predict the reactants needed to synthesize it. (5) Given the product [CH2:18]([O:25][C:26]1[CH:27]=[C:28]([C:29]([O:31][CH3:32])=[O:30])[CH:33]=[C:34]([C:1]2[CH:6]=[CH:5][CH:4]=[CH:3][CH:2]=2)[CH:35]=1)[C:19]1[CH:24]=[CH:23][CH:22]=[CH:21][CH:20]=1, predict the reactants needed to synthesize it. The reactants are: [C:1]1(B(O)O)[CH:6]=[CH:5][CH:4]=[CH:3][CH:2]=1.P([O-])([O-])([O-])=O.[K+].[K+].[K+].[CH2:18]([O:25][C:26]1[CH:27]=[C:28]([CH:33]=[C:34](OS(C(F)(F)F)(=O)=O)[CH:35]=1)[C:29]([O:31][CH3:32])=[O:30])[C:19]1[CH:24]=[CH:23][CH:22]=[CH:21][CH:20]=1.